This data is from Forward reaction prediction with 1.9M reactions from USPTO patents (1976-2016). The task is: Predict the product of the given reaction. The product is: [CH2:22]([O:21][C:17]1[CH:16]=[C:15]([CH:20]=[CH:19][CH:18]=1)[CH2:14][C:8]1[C:9]2[C:4](=[CH:3][C:2]([O:1][CH2:34][CH2:33][Br:32])=[C:11]([O:12][CH3:13])[CH:10]=2)[C:5]([CH:24]=[O:25])=[CH:6][N:7]=1)[CH3:23]. Given the reactants [OH:1][C:2]1[CH:3]=[C:4]2[C:9](=[CH:10][C:11]=1[O:12][CH3:13])[C:8]([CH2:14][C:15]1[CH:20]=[CH:19][CH:18]=[C:17]([O:21][CH2:22][CH3:23])[CH:16]=1)=[N:7][CH:6]=[C:5]2[CH:24]=[O:25].C(=O)([O-])[O-].[K+].[K+].[Br:32][CH2:33][CH2:34]Br, predict the reaction product.